This data is from Forward reaction prediction with 1.9M reactions from USPTO patents (1976-2016). The task is: Predict the product of the given reaction. Given the reactants [C:1]([C:3]1[C:8]2[S:9][CH:10]=[CH:11][C:7]=2[C:6]([NH:12][C@H:13]([C@@H:26]([OH:28])[CH3:27])[C:14]([NH:16][NH:17][C:18](=O)[C:19]2[CH:24]=[CH:23][CH:22]=[CH:21][CH:20]=2)=[O:15])=[CH:5][CH:4]=1)#[N:2].CCN(P1(N(C)CCCN1C)=NC(C)(C)C)CC.CO, predict the reaction product. The product is: [OH:28][C@@H:26]([CH3:27])[C@@H:13]([NH:12][C:6]1[C:7]2[CH:11]=[CH:10][S:9][C:8]=2[C:3]([C:1]#[N:2])=[CH:4][CH:5]=1)[C:14]1[O:15][C:18]([C:19]2[CH:20]=[CH:21][CH:22]=[CH:23][CH:24]=2)=[N:17][N:16]=1.